From a dataset of Forward reaction prediction with 1.9M reactions from USPTO patents (1976-2016). Predict the product of the given reaction. (1) The product is: [C:32]([N:1]1[CH2:2][CH2:3][CH:4]([NH:7][C:8]([C:10]2[C:14]3[N:15]=[CH:16][N:17]=[C:18]([C:19]4[CH:24]=[CH:23][C:22]([O:25][CH3:26])=[CH:21][C:20]=4[O:27][CH2:28][CH:29]4[CH2:30][CH2:31]4)[C:13]=3[NH:12][CH:11]=2)=[O:9])[CH2:5][CH2:6]1)(=[O:34])[CH3:33]. Given the reactants [NH:1]1[CH2:6][CH2:5][CH:4]([NH:7][C:8]([C:10]2[C:14]3[N:15]=[CH:16][N:17]=[C:18]([C:19]4[CH:24]=[CH:23][C:22]([O:25][CH3:26])=[CH:21][C:20]=4[O:27][CH2:28][CH:29]4[CH2:31][CH2:30]4)[C:13]=3[NH:12][CH:11]=2)=[O:9])[CH2:3][CH2:2]1.[C:32](Cl)(=[O:34])[CH3:33], predict the reaction product. (2) Given the reactants [C:1]([O:5][C:6]([N:8]1[CH2:13][CH2:12][C:11]([CH3:17])(C(O)=O)[CH2:10][CH2:9]1)=[O:7])([CH3:4])([CH3:3])[CH3:2].C1(P([N:32]=[N+]=[N-])(C2C=CC=CC=2)=O)C=CC=CC=1.C(N(CC)CC)C, predict the reaction product. The product is: [NH2:32][C:11]1([CH3:17])[CH2:12][CH2:13][N:8]([C:6]([O:5][C:1]([CH3:4])([CH3:3])[CH3:2])=[O:7])[CH2:9][CH2:10]1. (3) Given the reactants [NH2:1][C:2]1[C:10]([F:11])=[C:9]2[C:5]([C:6]([CH3:15])([CH3:14])[C:7](=[O:13])[N:8]2[CH3:12])=[CH:4][CH:3]=1.[C:16](O)(=[O:23])[C:17]1[CH:22]=[CH:21][CH:20]=[N:19][CH:18]=1, predict the reaction product. The product is: [F:11][C:10]1[C:2]([NH:1][C:16](=[O:23])[C:17]2[CH:22]=[CH:21][CH:20]=[N:19][CH:18]=2)=[CH:3][CH:4]=[C:5]2[C:9]=1[N:8]([CH3:12])[C:7](=[O:13])[C:6]2([CH3:15])[CH3:14]. (4) Given the reactants C([O:9][CH2:10][CH2:11][O:12][CH2:13][CH2:14][N:15]1[C:23]2[C:22](Cl)=[N:21][CH:20]=[N:19][C:18]=2[CH:17]=[CH:16]1)(=O)C1C=CC=CC=1.[C:25]([O:29][C:30](=[O:47])[NH:31][CH:32]1[CH2:37][CH2:36][CH:35]([O:38][C:39]2[CH:44]=[CH:43][C:42]([NH2:45])=[CH:41][C:40]=2[Cl:46])[CH2:34][CH2:33]1)([CH3:28])([CH3:27])[CH3:26], predict the reaction product. The product is: [C:25]([O:29][C:30](=[O:47])[NH:31][CH:32]1[CH2:37][CH2:36][CH:35]([O:38][C:39]2[CH:44]=[CH:43][C:42]([NH:45][C:22]3[C:23]4[N:15]([CH2:14][CH2:13][O:12][CH2:11][CH2:10][OH:9])[CH:16]=[CH:17][C:18]=4[N:19]=[CH:20][N:21]=3)=[CH:41][C:40]=2[Cl:46])[CH2:34][CH2:33]1)([CH3:28])([CH3:26])[CH3:27].